From a dataset of Forward reaction prediction with 1.9M reactions from USPTO patents (1976-2016). Predict the product of the given reaction. (1) Given the reactants CN(C(ON1N=NC2C=CC=CC1=2)=[N+](C)C)C.[B-](F)(F)(F)F.[CH3:23][C:24]1([C:30](O)=[O:31])[CH2:29][CH2:28][CH2:27][CH2:26][CH2:25]1.[NH2:33][CH2:34][C:35]1[CH:36]=[CH:37][C:38]([CH3:44])=[C:39]([CH:43]=1)[C:40]([OH:42])=[O:41], predict the reaction product. The product is: [CH3:44][C:38]1[CH:37]=[CH:36][C:35]([CH2:34][NH:33][C:30]([C:24]2([CH3:23])[CH2:29][CH2:28][CH2:27][CH2:26][CH2:25]2)=[O:31])=[CH:43][C:39]=1[C:40]([OH:42])=[O:41]. (2) The product is: [F:10][C:9]([F:12])([F:11])[C:4]1[CH:5]=[CH:6][CH:7]=[CH:8][C:3]=1[CH2:2][N:21]1[C:29]2[C:24](=[CH:25][CH:26]=[CH:27][CH:28]=2)[C:23]2([C:41]3[C:32](=[CH:33][C:34]4[O:39][CH2:38][CH2:37][O:36][C:35]=4[CH:40]=3)[O:31][CH2:30]2)[C:22]1=[O:42]. Given the reactants Cl[CH2:2][C:3]1[CH:8]=[CH:7][CH:6]=[CH:5][C:4]=1[C:9]([F:12])([F:11])[F:10].BrCC1CCCCO1.[NH:21]1[C:29]2[C:24](=[CH:25][CH:26]=[CH:27][CH:28]=2)[C:23]2([C:41]3[C:32](=[CH:33][C:34]4[O:39][CH2:38][CH2:37][O:36][C:35]=4[CH:40]=3)[O:31][CH2:30]2)[C:22]1=[O:42], predict the reaction product. (3) Given the reactants [CH:1]1([O:7][CH:8]([CH2:13][CH2:14][CH2:15][CH2:16][CH:17]=[CH2:18])[C:9]([O:11][CH3:12])=[O:10])[CH2:6][CH2:5][CH2:4][CH2:3][CH2:2]1.[CH3:19][C:20]1[N:21]=[CH:22][S:23][C:24]=1C=C, predict the reaction product. The product is: [CH:1]1([O:7][CH:8]([CH2:13][CH2:14][CH2:15][CH2:16]/[CH:17]=[CH:18]/[C:24]2[S:23][CH:22]=[N:21][C:20]=2[CH3:19])[C:9]([O:11][CH3:12])=[O:10])[CH2:6][CH2:5][CH2:4][CH2:3][CH2:2]1. (4) Given the reactants [Cl:1][C:2]1[NH:3][C:4](=[O:15])[C:5]2[N:10]([CH3:11])[N:9]=[C:8]([CH2:12][CH2:13][CH3:14])[C:6]=2[N:7]=1.N[C:17]1C(C2CCCC2)=NN(C)[C:21]=1C(N)=O, predict the reaction product. The product is: [Cl:1][C:2]1[NH:3][C:4](=[O:15])[C:5]2[N:10]([CH3:11])[N:9]=[C:8]([CH:12]3[CH2:21][CH2:17][CH2:14][CH2:13]3)[C:6]=2[N:7]=1. (5) Given the reactants [CH2:1]([O:8][C:9]([NH:11][C@@H:12]([C@H:17]([O:19][Si:20]([C:23]([CH3:26])([CH3:25])[CH3:24])([CH3:22])[CH3:21])[CH3:18])[C:13]([O:15]C)=[O:14])=[O:10])[C:2]1[CH:7]=[CH:6][CH:5]=[CH:4][CH:3]=1.O[Li].O, predict the reaction product. The product is: [CH2:1]([O:8][C:9]([NH:11][C@H:12]([C:13]([OH:15])=[O:14])[C@@H:17]([CH3:18])[O:19][Si:20]([C:23]([CH3:25])([CH3:24])[CH3:26])([CH3:21])[CH3:22])=[O:10])[C:2]1[CH:3]=[CH:4][CH:5]=[CH:6][CH:7]=1. (6) Given the reactants Cl.[C:2]([O:6][C:7](=[O:14])[CH:8]([NH2:13])[CH2:9][CH:10]([CH3:12])[CH3:11])([CH3:5])([CH3:4])[CH3:3].[S:15]1[CH:19]=[CH:18][N:17]=[C:16]1[CH:20]=O.C(N(CC)CC)C, predict the reaction product. The product is: [S:15]1[CH:19]=[CH:18][N:17]=[C:16]1[CH:20]=[N:13][CH:8]([CH2:9][CH:10]([CH3:11])[CH3:12])[C:7]([O:6][C:2]([CH3:3])([CH3:5])[CH3:4])=[O:14]. (7) Given the reactants Cl[C:2]1[N:10]=[C:9]2[C:5]([N:6]([CH2:22][C:23]3[CH:28]=[CH:27][C:26]([Cl:29])=[CH:25][CH:24]=3)[C:7]([C:11]3[CH:20]=[C:19]([CH3:21])[CH:18]=[CH:17][C:12]=3[O:13][CH2:14][CH2:15][OH:16])=[N:8]2)=[C:4]([NH:30][C@@H:31]([CH:33]2[CH2:35][CH2:34]2)[CH3:32])[N:3]=1.C[C:37]([N:39](C)C)=O, predict the reaction product. The product is: [Cl:29][C:26]1[CH:25]=[CH:24][C:23]([CH2:22][N:6]2[C:5]3[C:9](=[N:10][C:2]([C:37]#[N:39])=[N:3][C:4]=3[NH:30][C@@H:31]([CH:33]3[CH2:35][CH2:34]3)[CH3:32])[N:8]=[C:7]2[C:11]2[CH:20]=[C:19]([CH3:21])[CH:18]=[CH:17][C:12]=2[O:13][CH2:14][CH2:15][OH:16])=[CH:28][CH:27]=1. (8) The product is: [Br:1][C:2]1[C:11]([NH:12][C:14](=[O:15])[O:16][C:17]([CH3:20])([CH3:19])[CH3:18])=[CH:10][CH:9]=[C:8]2[C:3]=1[CH:4]=[CH:5][C:6]([CH3:13])=[N:7]2. Given the reactants [Br:1][C:2]1[C:11]([NH2:12])=[CH:10][CH:9]=[C:8]2[C:3]=1[CH:4]=[CH:5][C:6]([CH3:13])=[N:7]2.[C:14](O[C:14]([O:16][C:17]([CH3:20])([CH3:19])[CH3:18])=[O:15])([O:16][C:17]([CH3:20])([CH3:19])[CH3:18])=[O:15], predict the reaction product.